This data is from Reaction yield outcomes from USPTO patents with 853,638 reactions. The task is: Predict the reaction yield, written as a fraction of the theoretical maximum amount of product (1.0 means a 100% yield; for example, 0.34 means a 34% yield). (1) The reactants are C(=O)([O-])[O-].[K+].[K+].[C:7]([O:11][C:12]([N:14]1[CH2:18][CH2:17][CH2:16][CH:15]1[C:19]1[NH:23][C:22]2[CH:24]=[C:25]([C:28]#[C:29][Si](C)(C)C)[CH:26]=[CH:27][C:21]=2[N:20]=1)=[O:13])([CH3:10])([CH3:9])[CH3:8]. The catalyst is CO. The product is [C:7]([O:11][C:12]([N:14]1[CH2:18][CH2:17][CH2:16][CH:15]1[C:19]1[NH:23][C:22]2[CH:24]=[C:25]([C:28]#[CH:29])[CH:26]=[CH:27][C:21]=2[N:20]=1)=[O:13])([CH3:10])([CH3:9])[CH3:8]. The yield is 0.750. (2) The reactants are C([O:4][C:5]1[CH:6]=[C:7]2[C:12](=[CH:13][C:14]=1[O:15][CH3:16])[N:11]=[CH:10][N:9]=[C:8]2[Cl:17])(=O)C. The catalyst is N. The product is [Cl:17][C:8]1[C:7]2[C:12](=[CH:13][C:14]([O:15][CH3:16])=[C:5]([OH:4])[CH:6]=2)[N:11]=[CH:10][N:9]=1. The yield is 0.678. (3) The reactants are CCN(S(F)(F)[F:7])CC.[F:10][C:11]1[CH:16]=[CH:15][C:14]([N:17]2[C@H:22]([CH2:23]O)[CH2:21][N:20]3[N:25]=[C:26]([CH2:28][O:29][C:30]4[CH:35]=[CH:34][CH:33]=[CH:32][CH:31]=4)[CH:27]=[C:19]3[C:18]2=[O:36])=[CH:13][CH:12]=1. The catalyst is C(Cl)Cl. The product is [F:7][CH2:23][C@@H:22]1[CH2:21][N:20]2[N:25]=[C:26]([CH2:28][O:29][C:30]3[CH:35]=[CH:34][CH:33]=[CH:32][CH:31]=3)[CH:27]=[C:19]2[C:18](=[O:36])[N:17]1[C:14]1[CH:13]=[CH:12][C:11]([F:10])=[CH:16][CH:15]=1. The yield is 0.600. (4) The reactants are [NH:1]1[CH:5]=[CH:4][N:3]=[N:2]1.C([O-])([O-])=O.[K+].[K+].Br[C:13]1[CH:14]=[CH:15][C:16]([C:19]([F:37])([F:36])[C:20]([C:28]2[CH:33]=[CH:32][C:31]([F:34])=[CH:30][C:29]=2[F:35])([OH:27])[CH2:21][N:22]2[CH:26]=[N:25][N:24]=[N:23]2)=[N:17][CH:18]=1. The catalyst is [Cu]. The product is [N:1]1[N:2]([C:13]2[CH:14]=[CH:15][C:16]([C:19]([F:36])([F:37])[C:20]([C:28]3[CH:33]=[CH:32][C:31]([F:34])=[CH:30][C:29]=3[F:35])([OH:27])[CH2:21][N:22]3[CH:26]=[N:25][N:24]=[N:23]3)=[N:17][CH:18]=2)[N:3]=[CH:4][CH:5]=1. The yield is 0.420. (5) The reactants are [N+](CCCC)(CCCC)(CCCC)CCCC.[F-].[N:19]1([C:25]2[C:33]3[C:28](=[CH:29][CH:30]=[CH:31][CH:32]=3)[N:27]([Si](C(C)C)(C(C)C)C(C)C)[CH:26]=2)[CH2:24][CH2:23][CH2:22][CH2:21][CH2:20]1. The catalyst is C1COCC1.CCOC(C)=O. The product is [N:19]1([C:25]2[C:33]3[C:28](=[CH:29][CH:30]=[CH:31][CH:32]=3)[NH:27][CH:26]=2)[CH2:20][CH2:21][CH2:22][CH2:23][CH2:24]1. The yield is 0.740. (6) The reactants are [Cl:1][C:2]1[CH:24]=[CH:23][C:5]([CH2:6][C:7]2[N:8]=[C:9]([N:17]3[CH2:22][CH2:21][O:20][CH2:19][CH2:18]3)[S:10][C:11]=2[C:12]([O:14]CC)=[O:13])=[CH:4][CH:3]=1.O.[Li+].[OH-].Cl. The catalyst is C1COCC1. The product is [Cl:1][C:2]1[CH:24]=[CH:23][C:5]([CH2:6][C:7]2[N:8]=[C:9]([N:17]3[CH2:22][CH2:21][O:20][CH2:19][CH2:18]3)[S:10][C:11]=2[C:12]([OH:14])=[O:13])=[CH:4][CH:3]=1. The yield is 0.410.